This data is from Forward reaction prediction with 1.9M reactions from USPTO patents (1976-2016). The task is: Predict the product of the given reaction. (1) The product is: [C:1]([C:5]1[CH:6]=[CH:7][C:8]([C@@H:11]([NH:13][C:37]([C:33]2[CH:32]=[C:31]3[C:36](=[CH:35][CH:34]=2)[N:28]([CH:26]([C:23]2[CH:24]=[CH:25][C:20]([O:19][C@@H:17]([CH3:18])[C:16]([O:15][CH3:14])=[O:42])=[CH:21][CH:22]=2)[CH3:27])[C:29]([CH3:41])=[C:30]3[CH3:40])=[O:38])[CH3:12])=[CH:9][CH:10]=1)([CH3:4])([CH3:2])[CH3:3]. Given the reactants [C:1]([C:5]1[CH:10]=[CH:9][C:8]([C@@H:11]([NH2:13])[CH3:12])=[CH:7][CH:6]=1)([CH3:4])([CH3:3])[CH3:2].[CH3:14][O:15][C:16](=[O:42])[C@@H:17]([O:19][C:20]1[CH:25]=[CH:24][C:23]([CH:26]([N:28]2[C:36]3[C:31](=[CH:32][C:33]([C:37](O)=[O:38])=[CH:34][CH:35]=3)[C:30]([CH3:40])=[C:29]2[CH3:41])[CH3:27])=[CH:22][CH:21]=1)[CH3:18], predict the reaction product. (2) Given the reactants [OH-:1].[K+].Br[C:4]1[CH:9]=[C:8]([N+:10]([O-:12])=[O:11])[CH:7]=[C:6]([O:13][CH3:14])[CH:5]=1, predict the reaction product. The product is: [CH3:14][O:13][C:6]1[CH:5]=[C:4]([OH:1])[CH:9]=[C:8]([N+:10]([O-:12])=[O:11])[CH:7]=1. (3) Given the reactants COC1C=C(OC)C=CC=1C[NH:6][C:7]1[N:15]=[C:14]([C:16]#[N:17])[N:13]=[C:12]2[C:8]=1[N:9]([CH2:30][C@H:31]1[CH2:36][CH2:35][C@H:34]([CH3:37])[CH2:33][CH2:32]1)[C:10]([N:18]1[CH2:23][CH2:22][O:21][CH2:20][C@H:19]1[C:24]1[CH:29]=[CH:28][CH:27]=[CH:26][CH:25]=1)=[N:11]2.C(O)(C(F)(F)F)=O, predict the reaction product. The product is: [NH2:6][C:7]1[N:15]=[C:14]([C:16]#[N:17])[N:13]=[C:12]2[C:8]=1[N:9]([CH2:30][C@H:31]1[CH2:36][CH2:35][C@H:34]([CH3:37])[CH2:33][CH2:32]1)[C:10]([N:18]1[CH2:23][CH2:22][O:21][CH2:20][C@H:19]1[C:24]1[CH:25]=[CH:26][CH:27]=[CH:28][CH:29]=1)=[N:11]2. (4) The product is: [F:24][C:22]1[CH:21]=[CH:20][C:16]([C:17]([NH:52][C:47]2[CH:48]=[CH:49][CH:50]=[CH:51][C:46]=2[C:45]([NH:44][C:41]2[CH:40]=[CH:39][C:38]([Cl:37])=[CH:43][N:42]=2)=[O:53])=[O:19])=[C:15]([O:14][CH:11]2[CH2:12][CH2:13][N:8]([C:6]([O:5][C:1]([CH3:3])([CH3:4])[CH3:2])=[O:7])[CH2:9][CH2:10]2)[CH:23]=1. Given the reactants [C:1]([O:5][C:6]([N:8]1[CH2:13][CH2:12][CH:11]([O:14][C:15]2[CH:23]=[C:22]([F:24])[CH:21]=[CH:20][C:16]=2[C:17]([OH:19])=O)[CH2:10][CH2:9]1)=[O:7])([CH3:4])([CH3:3])[CH3:2].N1C=CC=CC=1.C(Cl)(=O)C(Cl)=O.[Cl:37][C:38]1[CH:39]=[CH:40][C:41]([NH:44][C:45](=[O:53])[C:46]2[CH:51]=[CH:50][CH:49]=[CH:48][C:47]=2[NH2:52])=[N:42][CH:43]=1, predict the reaction product. (5) Given the reactants [N+:1]([C:4]1[CH:18]=[CH:17][C:7]([O:8][CH2:9][CH2:10][N:11]2[CH2:16][CH2:15][O:14][CH2:13][CH2:12]2)=[CH:6][CH:5]=1)([O-])=O.[H][H], predict the reaction product. The product is: [N:11]1([CH2:10][CH2:9][O:8][C:7]2[CH:17]=[CH:18][C:4]([NH2:1])=[CH:5][CH:6]=2)[CH2:16][CH2:15][O:14][CH2:13][CH2:12]1. (6) Given the reactants [NH2:1][C@H:2]([C:10]([OH:12])=[O:11])[CH2:3][CH2:4][CH2:5][NH:6][C:7](=[NH:9])[NH2:8].CC1N=CC(COP(O)(O)=O)=C(C=O)C=1O.C(O)C(N)(CO)CO.Cl.Cl(O)(=O)(=O)=O, predict the reaction product. The product is: [NH2:1][C@@H:2]([C:10]([OH:12])=[O:11])[CH2:3][CH2:4][CH2:5][NH:6][C:7](=[NH:8])[NH2:9].